This data is from Reaction yield outcomes from USPTO patents with 853,638 reactions. The task is: Predict the reaction yield, written as a fraction of the theoretical maximum amount of product (1.0 means a 100% yield; for example, 0.34 means a 34% yield). (1) The reactants are [CH3:1][O:2][C:3]1[CH:4]=[C:5]([CH:7]=[C:8]([O:12][CH3:13])[C:9]=1[O:10][CH3:11])[NH2:6].[N:14]#[C:15][NH2:16].[N+:17]([O-:20])([OH:19])=[O:18]. The catalyst is C(O)C. The product is [N+:17]([O-:20])([O-:19])=[O:18].[CH3:13][O:12][C:8]1[CH:7]=[C:5]([NH:6][C:15]([NH2:16])=[NH2+:14])[CH:4]=[C:3]([O:2][CH3:1])[C:9]=1[O:10][CH3:11]. The yield is 0.460. (2) The reactants are [Br:1][C:2]1[C:10]2[C:5](=[CH:6][CH:7]=[C:8]([C:11]#[N:12])[CH:9]=2)[N:4]([CH:13]2[CH2:18][CH2:17][CH2:16][CH2:15][O:14]2)[N:3]=1.[OH:19]O.[OH-].[Na+].Cl. The catalyst is C(O)C. The product is [Br:1][C:2]1[C:10]2[C:5](=[CH:6][CH:7]=[C:8]([C:11]([NH2:12])=[O:19])[CH:9]=2)[N:4]([CH:13]2[CH2:18][CH2:17][CH2:16][CH2:15][O:14]2)[N:3]=1. The yield is 0.950. (3) The reactants are [N+]([C:4]1[CH:5]=[C:6]([CH:9]=[C:10]([N+:12]([O-:14])=[O:13])[CH:11]=1)[C:7]#[N:8])([O-])=O.[Cl:15][C:16]1[CH:17]=[C:18]([OH:22])[CH:19]=[N:20][CH:21]=1.C([O-])([O-])=O.[K+].[K+]. The catalyst is CN(C=O)C. The product is [Cl:15][C:16]1[CH:17]=[C:18]([O:22][C:4]2[CH:5]=[C:6]([CH:9]=[C:10]([N+:12]([O-:14])=[O:13])[CH:11]=2)[C:7]#[N:8])[CH:19]=[N:20][CH:21]=1. The yield is 0.440. (4) The reactants are Cl.C([O:9][C:10]1[CH:19]=[C:18]2[C:13]([C:14]([NH:20][C:21]3[CH:26]=[CH:25][C:24]([Br:27])=[CH:23][C:22]=3[F:28])=[N:15][CH:16]=[N:17]2)=[CH:12][C:11]=1[O:29][CH3:30])C1C=CC=CC=1. The catalyst is C(O)(C(F)(F)F)=O. The product is [Br:27][C:24]1[CH:25]=[CH:26][C:21]([NH:20][C:14]2[C:13]3[C:18](=[CH:19][C:10]([OH:9])=[C:11]([O:29][CH3:30])[CH:12]=3)[N:17]=[CH:16][N:15]=2)=[C:22]([F:28])[CH:23]=1. The yield is 0.820. (5) The reactants are [C:1]1([C:7]2[CH:11]=[C:10]([NH2:12])[NH:9][N:8]=2)[CH:6]=[CH:5][CH:4]=[CH:3][CH:2]=1.C(O[CH:16](OCC)[CH:17]([CH3:25])[CH:18](OCC)OCC)C. The catalyst is CC(O)=O. The product is [CH3:25][C:17]1[CH:16]=[N:12][C:10]2[N:9]([N:8]=[C:7]([C:1]3[CH:2]=[CH:3][CH:4]=[CH:5][CH:6]=3)[CH:11]=2)[CH:18]=1. The yield is 0.450. (6) The reactants are C(OC(O[CH2:8][CH3:9])CBr)C.C(O)C.C(=O)([O-])O.[Na+].[NH2:18][C:19]1[CH:24]=[C:23]([CH3:25])[N:22]=[CH:21][N:20]=1. The catalyst is Br.O. The product is [CH3:25][C:23]1[N:22]=[CH:21][N:20]2[CH:8]=[CH:9][N:18]=[C:19]2[CH:24]=1. The yield is 0.410. (7) The reactants are [CH3:1][O:2][C:3]1[C:8]2[S:9][C:10](B(O)O)=[CH:11][C:7]=2[CH:6]=[CH:5][CH:4]=1.[CH3:15][N:16]([CH2:18][C:19]1[CH:24]2[CH2:25][CH:21]([CH2:22][CH2:23]2)[C:20]=1OS(C(F)(F)F)(=O)=O)[CH3:17].[Cl-:34].[Li+].C([O-])([O-])=O.[Na+].[Na+]. The catalyst is COCCOC.[Pd].C1(P(C2C=CC=CC=2)C2C=CC=CC=2)C=CC=CC=1.C1(P(C2C=CC=CC=2)C2C=CC=CC=2)C=CC=CC=1.C1(P(C2C=CC=CC=2)C2C=CC=CC=2)C=CC=CC=1.C1(P(C2C=CC=CC=2)C2C=CC=CC=2)C=CC=CC=1. The product is [ClH:34].[CH3:15][N:16]([CH3:17])[CH2:18][C:19]1[CH:24]2[CH2:25][CH:21]([C:20]=1[C:10]1[S:9][C:8]3[C:3]([O:2][CH3:1])=[CH:4][CH:5]=[CH:6][C:7]=3[CH:11]=1)[CH2:22][CH2:23]2. The yield is 0.0700.